The task is: Binary Classification. Given a drug SMILES string, predict its activity (active/inactive) in a high-throughput screening assay against a specified biological target.. This data is from Cav3 T-type calcium channel HTS with 100,875 compounds. The compound is FC(F)(F)c1ccc(C2=NOC(C2)C(=O)NCc2oc(cc2)C)cc1. The result is 0 (inactive).